Dataset: Reaction yield outcomes from USPTO patents with 853,638 reactions. Task: Predict the reaction yield, written as a fraction of the theoretical maximum amount of product (1.0 means a 100% yield; for example, 0.34 means a 34% yield). (1) The product is [CH2:9]([O:13][C:20](=[O:16])[C:19]1[CH:3]=[CH:1][C:2]([C:2]#[C:1][C:3]2[CH:12]=[CH:11][C:10]3[C:9](=[O:13])[CH2:8][CH2:7][C:6]([CH3:15])([CH3:14])[C:5]=3[CH:4]=2)=[CH:17][CH:18]=1)[CH3:8]. The catalyst is C(N(CC)CC)C.C(OCC)C.[Cu]I.Cl[Pd](Cl)([P](C1C=CC=CC=1)(C1C=CC=CC=1)C1C=CC=CC=1)[P](C1C=CC=CC=1)(C1C=CC=CC=1)C1C=CC=CC=1. The yield is 0.720. The reactants are [C:1]([C:3]1[CH:4]=[C:5]2[C:10](=[CH:11][CH:12]=1)[C:9](=[O:13])[CH2:8][CH2:7][C:6]2([CH3:15])[CH3:14])#[CH:2].[O:16]1[CH2:20][CH2:19][CH2:18][CH2:17]1. (2) The reactants are Cl.Cl.C(C1C=C(/[CH:12]=[CH:13]/[CH2:14][N:15]([C:20]2[CH:25]=[CH:24][C:23]([O:26][CH:27]3[CH2:32][CH2:31][N:30]([C:33]4[CH2:37][CH2:36][CH2:35][N:34]=4)[CH2:29][CH2:28]3)=[C:22]([C:38](=[O:40])[NH2:39])[CH:21]=2)[S:16]([CH3:19])(=[O:18])=[O:17])C=CC=1)(=N)N.[C:41]([O:49]C1C=CC([N+]([O-])=O)=CC=1)(=O)[C:42]1[CH:47]=[CH:46][CH:45]=[CH:44][CH:43]=1.C([N:61]([CH2:64][CH3:65])CC)C. The catalyst is ClCCl.C(#N)C.O. The product is [C:41]([NH:15][C:20]1[C:65]([CH:64]=[NH:61])=[C:24](/[CH:12]=[CH:13]/[CH2:14][N:15]([C:20]2[CH:25]=[CH:24][C:23]([O:26][CH:27]3[CH2:32][CH2:31][N:30]([C:33]4[CH2:37][CH2:36][CH2:35][N:34]=4)[CH2:29][CH2:28]3)=[C:22]([C:38](=[O:40])[NH2:39])[CH:21]=2)[S:16]([CH3:19])(=[O:18])=[O:17])[CH:23]=[CH:22][CH:21]=1)(=[O:49])[C:42]1[CH:43]=[CH:44][CH:45]=[CH:46][CH:47]=1. The yield is 0.750. (3) The reactants are [Cl:1][C:2]1[CH:9]=[C:8]([N+:10]([O-:12])=[O:11])[CH:7]=[CH:6][C:3]=1[CH2:4]Cl.[H-].[Na+].[F:15][C:16]([F:25])([F:24])[CH2:17][CH2:18][CH:19]([C:22]#[N:23])[C:20]#[N:21]. The catalyst is CN(C)C=O. The product is [Cl:1][C:2]1[CH:9]=[C:8]([N+:10]([O-:12])=[O:11])[CH:7]=[CH:6][C:3]=1[CH2:4][C:19]([CH2:18][CH2:17][C:16]([F:15])([F:24])[F:25])([C:20]#[N:21])[C:22]#[N:23]. The yield is 0.460. (4) The reactants are [NH2:1][C:2]1[CH:7]=[CH:6][CH:5]=[CH:4][C:3]=1[C:8]1[NH:9][C:10]2[C:15]([CH:16]=1)=[CH:14][CH:13]=[CH:12][CH:11]=2.[C:17](O)(=[O:26])[CH2:18][CH2:19][C:20]1[CH:25]=[CH:24][CH:23]=[CH:22][CH:21]=1. No catalyst specified. The product is [NH:9]1[C:10]2[C:15](=[CH:14][CH:13]=[CH:12][CH:11]=2)[CH:16]=[C:8]1[C:3]1[CH:4]=[CH:5][CH:6]=[CH:7][C:2]=1[NH:1][C:17](=[O:26])[CH2:18][CH2:19][C:20]1[CH:25]=[CH:24][CH:23]=[CH:22][CH:21]=1. The yield is 0.540.